The task is: Predict the reactants needed to synthesize the given product.. This data is from Full USPTO retrosynthesis dataset with 1.9M reactions from patents (1976-2016). Given the product [O:27]1[CH2:28][CH2:29][C:24]([C:16]2([C:19]([O:21][CH2:22][CH3:23])=[O:20])[CH2:15][CH2:14][NH:13][CH2:18][CH2:17]2)=[CH:25][CH2:26]1, predict the reactants needed to synthesize it. The reactants are: CS(O)(=O)=O.C([N:13]1[CH2:18][CH2:17][C:16]([C:24]2(O)[CH2:29][CH2:28][O:27][CH2:26][CH2:25]2)([C:19]([O:21][CH2:22][CH3:23])=[O:20])[CH2:15][CH2:14]1)(OC(C)(C)C)=O.O.[OH-].[Na+].